From a dataset of Catalyst prediction with 721,799 reactions and 888 catalyst types from USPTO. Predict which catalyst facilitates the given reaction. (1) Reactant: [C:1]1([C:7](=O)[CH2:8][CH:9]([C:12]#[N:13])[C:10]#[N:11])[CH:6]=[CH:5][CH:4]=[CH:3][CH:2]=1.C(N(CC)CC)C.[Br:22][C:23]1[CH:28]=[CH:27][CH:26]=[CH:25][C:24]=1[SH:29]. Product: [Br:22][C:23]1[CH:28]=[CH:27][CH:26]=[CH:25][C:24]=1[S:29][C:10]1[NH:11][C:7]([C:1]2[CH:6]=[CH:5][CH:4]=[CH:3][CH:2]=2)=[CH:8][C:9]=1[C:12]#[N:13]. The catalyst class is: 5. (2) Reactant: [CH2:1]([O:4][CH:5]1[CH2:13][C:12]2[C:7](=[CH:8][C:9]([O:14][CH3:15])=[CH:10][CH:11]=2)[CH:6]1[N:16]=[N+]=[N-])[CH:2]=[CH2:3].[H-].[H-].[H-].[H-].[Li+].[Al+3].S([O-])([O-])(=O)=O.[Na+].[Na+]. Product: [CH2:1]([O:4][C@@H:5]1[CH2:13][C:12]2[C:7](=[CH:8][C:9]([O:14][CH3:15])=[CH:10][CH:11]=2)[C@H:6]1[NH2:16])[CH:2]=[CH2:3]. The catalyst class is: 1. (3) Reactant: [C:1]1([O:7][C:8](Cl)=[O:9])[CH:6]=[CH:5][CH:4]=[CH:3][CH:2]=1.[CH3:11][O:12][C:13](=[O:20])[C:14]1[CH:19]=[CH:18][CH:17]=[N:16][CH:15]=1.[CH2:21]([Mg]Br)[CH2:22][CH2:23][CH2:24][CH3:25]. Product: [C:1]1([O:7][C:8]([N:16]2[CH:17]([CH2:21][CH2:22][CH2:23][CH2:24][CH3:25])[CH:18]=[CH:19][C:14]([C:13]([O:12][CH3:11])=[O:20])=[CH:15]2)=[O:9])[CH:6]=[CH:5][CH:4]=[CH:3][CH:2]=1. The catalyst class is: 7. (4) Reactant: [Br:1][C:2]1[CH:8]=[CH:7][C:5]([NH2:6])=[C:4]([CH2:9][CH3:10])[CH:3]=1.C(=O)([O-])[O-].[Na+].[Na+].Cl[C:18]([O:20][CH2:21][C:22]1[CH:27]=[CH:26][CH:25]=[CH:24][CH:23]=1)=[O:19].O. The catalyst class is: 11. Product: [CH2:21]([O:20][C:18](=[O:19])[NH:6][C:5]1[CH:7]=[CH:8][C:2]([Br:1])=[CH:3][C:4]=1[CH2:9][CH3:10])[C:22]1[CH:27]=[CH:26][CH:25]=[CH:24][CH:23]=1. (5) Reactant: [CH3:1][O:2][C:3]1[CH:4]=[C:5]2[C:10](=[CH:11][CH:12]=1)[NH:9][CH:8]([C:13]1[CH:18]=[CH:17][CH:16]=[C:15]([O:19][CH3:20])[CH:14]=1)[CH2:7][CH2:6]2.Cl.Cl[CH2:23][C:24]1[CH:38]=[CH:37][C:27]([O:28][CH2:29][CH2:30][N:31]2[CH2:36][CH2:35][CH2:34][CH2:33][CH2:32]2)=[CH:26][CH:25]=1. Product: [CH3:1][O:2][C:3]1[CH:4]=[C:5]2[C:10](=[CH:11][CH:12]=1)[N:9]([CH2:23][C:24]1[CH:25]=[CH:26][C:27]([O:28][CH2:29][CH2:30][N:31]3[CH2:36][CH2:35][CH2:34][CH2:33][CH2:32]3)=[CH:37][CH:38]=1)[CH:8]([C:13]1[CH:18]=[CH:17][CH:16]=[C:15]([O:19][CH3:20])[CH:14]=1)[CH2:7][CH2:6]2. The catalyst class is: 1. (6) Reactant: [Br:1][C:2]1[CH:3]=[CH:4][CH:5]=[C:6]2[C:10]=1[N:9]([CH3:11])[N:8]=[C:7]2[NH2:12].C1N2CCN(CC2)C1.Cl.[CH3:22][N:23]1[CH2:28][CH2:27][N:26]([S:29](Cl)(=[O:31])=[O:30])[CH2:25][CH2:24]1. Product: [Br:1][C:2]1[CH:3]=[CH:4][CH:5]=[C:6]2[C:10]=1[N:9]([CH3:11])[N:8]=[C:7]2[NH:12][S:29]([N:26]1[CH2:27][CH2:28][N:23]([CH3:22])[CH2:24][CH2:25]1)(=[O:31])=[O:30]. The catalyst class is: 10.